This data is from Full USPTO retrosynthesis dataset with 1.9M reactions from patents (1976-2016). The task is: Predict the reactants needed to synthesize the given product. (1) Given the product [F:48][CH:37]([F:36])[N:38]1[CH:43]=[CH:42][CH:41]=[C:40]([C:44]([NH:5][C:4]2[CH:6]=[CH:7][C:8]([O:9][C:10]3[CH:15]=[CH:14][N:13]=[C:12]4[N:16]([CH2:27][C:28]5[CH:29]=[CH:30][C:31]([O:34][CH3:35])=[CH:32][CH:33]=5)[N:17]=[C:18]([O:19][CH:20]5[CH2:25][CH2:24][N:23]([CH3:26])[CH2:22][CH2:21]5)[C:11]=34)=[C:2]([F:1])[CH:3]=2)=[O:45])[C:39]1=[O:47], predict the reactants needed to synthesize it. The reactants are: [F:1][C:2]1[CH:3]=[C:4]([CH:6]=[CH:7][C:8]=1[O:9][C:10]1[CH:15]=[CH:14][N:13]=[C:12]2[N:16]([CH2:27][C:28]3[CH:33]=[CH:32][C:31]([O:34][CH3:35])=[CH:30][CH:29]=3)[N:17]=[C:18]([O:19][CH:20]3[CH2:25][CH2:24][N:23]([CH3:26])[CH2:22][CH2:21]3)[C:11]=12)[NH2:5].[F:36][CH:37]([F:48])[N:38]1[CH:43]=[CH:42][CH:41]=[C:40]([C:44](O)=[O:45])[C:39]1=[O:47]. (2) Given the product [N:37]1([C:2]2[N:3]=[CH:4][CH:5]=[C:6]3[C:11](=[O:12])[C:10]([C:13]4[CH:14]=[CH:15][C:16]([C:19]5([NH:23][C:24](=[O:30])[O:25][C:26]([CH3:28])([CH3:27])[CH3:29])[CH2:22][CH2:21][CH2:20]5)=[CH:17][CH:18]=4)=[C:9]([C:31]4[CH:36]=[CH:35][CH:34]=[CH:33][CH:32]=4)[O:8][C:7]=23)[CH:41]=[CH:40][N:39]=[CH:38]1, predict the reactants needed to synthesize it. The reactants are: Cl[C:2]1[N:3]=[CH:4][CH:5]=[C:6]2[C:11](=[O:12])[C:10]([C:13]3[CH:18]=[CH:17][C:16]([C:19]4([NH:23][C:24](=[O:30])[O:25][C:26]([CH3:29])([CH3:28])[CH3:27])[CH2:22][CH2:21][CH2:20]4)=[CH:15][CH:14]=3)=[C:9]([C:31]3[CH:36]=[CH:35][CH:34]=[CH:33][CH:32]=3)[O:8][C:7]=12.[NH:37]1[CH:41]=[CH:40][N:39]=[CH:38]1.C(=O)([O-])[O-].[Cs+].[Cs+]. (3) Given the product [Br:16][C:2]1[C:7]([F:8])=[CH:6][C:5]([CH:9]([CH3:14])[C:10]([O:12][CH3:13])=[O:11])=[C:4]([F:15])[CH:3]=1, predict the reactants needed to synthesize it. The reactants are: N[C:2]1[C:7]([F:8])=[CH:6][C:5]([CH:9]([CH3:14])[C:10]([O:12][CH3:13])=[O:11])=[C:4]([F:15])[CH:3]=1.[BrH:16].N([O-])=O.[Na+].S(=O)(=O)(O)O. (4) Given the product [Br-:1].[Br-:1].[CH2:2]([N+:15]1[CH:20]=[CH:19][CH:18]=[C:17]([CH3:21])[CH:16]=1)[CH2:3][CH2:4][CH2:5]/[CH:6]=[CH:7]\[CH:8]=[CH:9]/[CH2:10][CH2:11][CH2:12][CH2:13][N+:15]1[CH:20]=[CH:19][CH:18]=[C:17]([CH3:21])[CH:16]=1, predict the reactants needed to synthesize it. The reactants are: [Br:1][CH2:2][CH2:3][CH2:4][CH2:5]/[CH:6]=[CH:7]\[CH:8]=[CH:9]/[CH2:10][CH2:11][CH2:12][CH2:13]Br.[N:15]1[CH:20]=[CH:19][CH:18]=[C:17]([CH3:21])[CH:16]=1. (5) Given the product [CH2:16]([N:1]1[C:5]2[CH:6]=[CH:7][CH:8]=[CH:9][C:4]=2[N:3]=[CH:2]1)[C:17]1[CH:22]=[CH:21][CH:20]=[CH:19][CH:18]=1, predict the reactants needed to synthesize it. The reactants are: [N:1]1[C:5]2[CH:6]=[CH:7][CH:8]=[CH:9][C:4]=2[NH:3][CH:2]=1.C(=O)([O-])[O-].[K+].[K+].[CH2:16](Cl)[C:17]1[CH:22]=[CH:21][CH:20]=[CH:19][CH:18]=1. (6) Given the product [ClH:20].[C:1]12([CH:7]([C:22]3[CH:27]=[CH:26][CH:25]=[CH:24][CH:23]=3)[NH:8][C:9](=[O:21])[C:10]3[CH:15]=[C:14]([C:16]([F:18])([F:19])[F:17])[CH:13]=[CH:12][C:11]=3[Cl:20])[CH2:5][CH:4]([CH2:6]1)[CH2:3][NH:2]2, predict the reactants needed to synthesize it. The reactants are: [C:1]12([CH:7]([C:22]3[CH:27]=[CH:26][CH:25]=[CH:24][CH:23]=3)[NH:8][C:9](=[O:21])[C:10]3[CH:15]=[C:14]([C:16]([F:19])([F:18])[F:17])[CH:13]=[CH:12][C:11]=3[Cl:20])[CH2:6][CH:4]([CH2:5]1)[CH2:3][NH:2]2.Cl. (7) Given the product [OH:23][C:24]1([C:31]2[CH:32]=[N:33][C:34]([CH3:37])=[CH:35][CH:36]=2)[CH2:25][CH2:26][CH:27]([N:1]2[CH2:2][CH:3]([NH:5][C:6](=[O:22])[CH2:7][NH:8][C:9]3[C:17]4[C:12](=[CH:13][CH:14]=[C:15]([C:18]([F:20])([F:19])[F:21])[CH:16]=4)[NH:11][N:10]=3)[CH2:4]2)[CH2:28][CH2:29]1, predict the reactants needed to synthesize it. The reactants are: [NH:1]1[CH2:4][CH:3]([NH:5][C:6](=[O:22])[CH2:7][NH:8][C:9]2[C:17]3[C:12](=[CH:13][CH:14]=[C:15]([C:18]([F:21])([F:20])[F:19])[CH:16]=3)[NH:11][N:10]=2)[CH2:2]1.[OH:23][C:24]1([C:31]2[CH:32]=[N:33][C:34]([CH3:37])=[CH:35][CH:36]=2)[CH2:29][CH2:28][C:27](=O)[CH2:26][CH2:25]1.